Dataset: Forward reaction prediction with 1.9M reactions from USPTO patents (1976-2016). Task: Predict the product of the given reaction. Given the reactants [C-:1]#[N:2].[Na+].[N+:4]([C:7]1[CH:8]=[C:9]([CH:12]=[CH:13][CH:14]=1)[CH2:10]Br)([O-:6])=[O:5], predict the reaction product. The product is: [N+:4]([C:7]1[CH:8]=[C:9]([CH2:10][C:1]#[N:2])[CH:12]=[CH:13][CH:14]=1)([O-:6])=[O:5].